This data is from Peptide-MHC class II binding affinity with 134,281 pairs from IEDB. The task is: Regression. Given a peptide amino acid sequence and an MHC pseudo amino acid sequence, predict their binding affinity value. This is MHC class II binding data. The peptide sequence is PVGFFTALAVLIECH. The MHC is DRB1_0901 with pseudo-sequence DRB1_0901. The binding affinity (normalized) is 0.696.